This data is from NCI-60 drug combinations with 297,098 pairs across 59 cell lines. The task is: Regression. Given two drug SMILES strings and cell line genomic features, predict the synergy score measuring deviation from expected non-interaction effect. (1) Drug 1: CC1CCC2CC(C(=CC=CC=CC(CC(C(=O)C(C(C(=CC(C(=O)CC(OC(=O)C3CCCCN3C(=O)C(=O)C1(O2)O)C(C)CC4CCC(C(C4)OC)OCCO)C)C)O)OC)C)C)C)OC. Drug 2: C1=CC=C(C(=C1)C(C2=CC=C(C=C2)Cl)C(Cl)Cl)Cl. Cell line: A549. Synergy scores: CSS=13.1, Synergy_ZIP=1.65, Synergy_Bliss=4.25, Synergy_Loewe=-25.6, Synergy_HSA=3.19. (2) Drug 1: C1CCC(CC1)NC(=O)N(CCCl)N=O. Drug 2: C1CNP(=O)(OC1)N(CCCl)CCCl. Cell line: HOP-92. Synergy scores: CSS=24.4, Synergy_ZIP=1.33, Synergy_Bliss=6.05, Synergy_Loewe=-13.5, Synergy_HSA=0.626. (3) Drug 1: C1=CC(=C2C(=C1NCCNCCO)C(=O)C3=C(C=CC(=C3C2=O)O)O)NCCNCCO. Drug 2: C(CCl)NC(=O)N(CCCl)N=O. Cell line: MDA-MB-231. Synergy scores: CSS=15.6, Synergy_ZIP=-11.0, Synergy_Bliss=-13.5, Synergy_Loewe=-28.3, Synergy_HSA=-12.4. (4) Drug 1: C1=CC(=CC=C1C#N)C(C2=CC=C(C=C2)C#N)N3C=NC=N3. Drug 2: CC1=C2C(C(=O)C3(C(CC4C(C3C(C(C2(C)C)(CC1OC(=O)C(C(C5=CC=CC=C5)NC(=O)OC(C)(C)C)O)O)OC(=O)C6=CC=CC=C6)(CO4)OC(=O)C)O)C)O. Cell line: SNB-75. Synergy scores: CSS=-1.92, Synergy_ZIP=0.707, Synergy_Bliss=0.0102, Synergy_Loewe=-4.96, Synergy_HSA=-3.27. (5) Drug 1: CC1=C(C=C(C=C1)C(=O)NC2=CC(=CC(=C2)C(F)(F)F)N3C=C(N=C3)C)NC4=NC=CC(=N4)C5=CN=CC=C5. Drug 2: CC1=C(C(=O)C2=C(C1=O)N3CC4C(C3(C2COC(=O)N)OC)N4)N. Cell line: SNB-75. Synergy scores: CSS=24.1, Synergy_ZIP=-9.52, Synergy_Bliss=-1.39, Synergy_Loewe=-0.413, Synergy_HSA=0.652. (6) Synergy scores: CSS=46.0, Synergy_ZIP=7.97, Synergy_Bliss=8.25, Synergy_Loewe=-18.4, Synergy_HSA=2.87. Drug 1: CC1=C(C=C(C=C1)NC(=O)C2=CC=C(C=C2)CN3CCN(CC3)C)NC4=NC=CC(=N4)C5=CN=CC=C5. Drug 2: C#CCC(CC1=CN=C2C(=N1)C(=NC(=N2)N)N)C3=CC=C(C=C3)C(=O)NC(CCC(=O)O)C(=O)O. Cell line: HCC-2998. (7) Drug 1: CN1C2=C(C=C(C=C2)N(CCCl)CCCl)N=C1CCCC(=O)O.Cl. Drug 2: CCN(CC)CCCC(C)NC1=C2C=C(C=CC2=NC3=C1C=CC(=C3)Cl)OC. Cell line: SW-620. Synergy scores: CSS=24.7, Synergy_ZIP=-2.60, Synergy_Bliss=1.65, Synergy_Loewe=-11.6, Synergy_HSA=0.732.